From a dataset of Choline transporter screen with 302,306 compounds. Binary Classification. Given a drug SMILES string, predict its activity (active/inactive) in a high-throughput screening assay against a specified biological target. (1) The drug is S(=O)(=O)(N(c1c(cccc1)C)CC(=O)Nc1c(cccc1)C(=O)NCc1occc1)c1ccccc1. The result is 0 (inactive). (2) The compound is Fc1c(n2c(=O)n(nc2C)CC2CC2)cccc1. The result is 0 (inactive). (3) The drug is S(CC(=O)N1CCN(CC1)c1ncccc1)c1c(scc1)[N+]([O-])=O. The result is 0 (inactive). (4) The drug is Clc1ccc(CN2c3c(S(=O)c4c(C2=O)cccc4)ccc(c3)C(=O)NCCCN2CCOCC2)cc1. The result is 0 (inactive). (5) The drug is O(c1c(C2n3[nH]c(nc3=NC(=C2C(OCC)=O)c2ccccc2)C)cccc1OC)C. The result is 0 (inactive). (6) The drug is S(Cc1c(OC)ccc(c1)/C=N\NC(=O)c1cccnc1)c1ncccc1. The result is 0 (inactive). (7) The compound is o1nc(CCCC(=O)NCc2ncccc2)cc1c1ccc(OC)cc1. The result is 0 (inactive). (8) The compound is O=C(N1CCCCC1)c1c(c2c(cccc2)C#N)cccc1. The result is 0 (inactive). (9) The compound is N1C(CC(c2c1c(ccc2)C)C)C. The result is 0 (inactive).